Predict the reactants needed to synthesize the given product. From a dataset of Full USPTO retrosynthesis dataset with 1.9M reactions from patents (1976-2016). (1) Given the product [CH3:22][O:21][C:14]1[CH:13]=[C:12]2[C:17]([C:8]([S:7][C:5]3[S:6][C:2]([NH:1][C:30]([NH:31][C:32]4[S:33][CH:34]=[CH:35][N:36]=4)=[O:29])=[CH:3][CH:4]=3)=[CH:9][CH:10]=[N:11]2)=[CH:16][C:15]=1[C:18]([NH2:20])=[O:19], predict the reactants needed to synthesize it. The reactants are: [NH2:1][C:2]1[S:6][C:5]([S:7][C:8]2[C:17]3[C:12](=[CH:13][C:14]([O:21][CH3:22])=[C:15]([C:18]([NH2:20])=[O:19])[CH:16]=3)[N:11]=[CH:10][CH:9]=2)=[CH:4][CH:3]=1.C1([O:29][C:30](=O)[NH:31][C:32]2[S:33][CH:34]=[CH:35][N:36]=2)C=CC=CC=1.C(OCC)(=O)C.O. (2) Given the product [F:25][C:23]1[CH:22]=[CH:21][C:3]([O:4][CH2:5][C:6]([N:8]([CH:18]([CH3:20])[CH3:19])[NH:9][C:10](=[O:17])[C:11]2[CH:16]=[CH:15][CH:14]=[CH:13][CH:12]=2)=[O:7])=[C:2]([C:33]2[CH:34]=[CH:35][CH:36]=[CH:37][C:32]=2[CH3:41])[CH:24]=1, predict the reactants needed to synthesize it. The reactants are: Br[C:2]1[CH:24]=[C:23]([F:25])[CH:22]=[CH:21][C:3]=1[O:4][CH2:5][C:6]([N:8]([CH:18]([CH3:20])[CH3:19])[NH:9][C:10](=[O:17])[C:11]1[CH:16]=[CH:15][CH:14]=[CH:13][CH:12]=1)=[O:7].C([O-])([O-])=O.[Na+].[Na+].[C:32]1([CH3:41])[CH:37]=[CH:36][CH:35]=[CH:34][C:33]=1B(O)O.